This data is from CYP2D6 inhibition data for predicting drug metabolism from PubChem BioAssay. The task is: Regression/Classification. Given a drug SMILES string, predict its absorption, distribution, metabolism, or excretion properties. Task type varies by dataset: regression for continuous measurements (e.g., permeability, clearance, half-life) or binary classification for categorical outcomes (e.g., BBB penetration, CYP inhibition). Dataset: cyp2d6_veith. (1) The molecule is CCCS(=O)(=O)N1CCCC(C(=O)NCCN2CCOCC2)C1. The result is 0 (non-inhibitor). (2) The compound is CC1=CC(=O)C=CC1(C)C(Cl)(Cl)Cl. The result is 0 (non-inhibitor). (3) The compound is O=C1c2ccccc2C(=O)c2c(NC(=O)c3ccc4c5c(ncnc35)-c3ccccc3C4=O)cccc21. The result is 0 (non-inhibitor). (4) The drug is O=C(CN1CCN(Cc2ccccc2)CC1)N1CCCc2c1c(=O)oc1ccc(O)cc21. The result is 1 (inhibitor). (5) The drug is CCN1C[C@]2(COC)[C@@H](O)C[C@@H](OC)[C@]34[C@H]5C[C@]6(O)[C@@H](OC)[C@@H](O)[C@](OC(C)=O)([C@H]5[C@@H]6OC(=O)c5ccccc5)[C@@H]([C@H](OC)[C@H]23)[C@@H]14. The result is 0 (non-inhibitor). (6) The drug is Cc1ccc(CNC(=O)C2CCC(=O)N2C2CCCCC2)cc1. The result is 0 (non-inhibitor). (7) The compound is O=C(NC(NC(=S)Nc1ccccc1)C(Cl)(Cl)Cl)c1cccc(Cl)c1. The result is 1 (inhibitor). (8) The drug is COc1ccc(C(=O)N2CCC3(CCCN(c4ccc(-c5ccccc5)cc4)C3)CC2)cc1. The result is 0 (non-inhibitor). (9) The result is 0 (non-inhibitor). The compound is COc1ccc(C2C(C(C)=O)=C(O)C(=O)N2CCCn2ccnc2)cc1. (10) The molecule is Cl.N#Cc1ccc(C(c2nnnn2Cc2ccccc2)N2CCCC2)cc1. The result is 1 (inhibitor).